From a dataset of CYP3A4 inhibition data for predicting drug metabolism from PubChem BioAssay. Regression/Classification. Given a drug SMILES string, predict its absorption, distribution, metabolism, or excretion properties. Task type varies by dataset: regression for continuous measurements (e.g., permeability, clearance, half-life) or binary classification for categorical outcomes (e.g., BBB penetration, CYP inhibition). Dataset: cyp3a4_veith. (1) The molecule is O=C(O)/C(=C\c1ccccc1)c1ccccc1. The result is 0 (non-inhibitor). (2) The molecule is CCc1ccc(NC(=O)CC2C(=O)Nc3c2c(=O)n(C)c(=O)n3C)cc1. The result is 0 (non-inhibitor). (3) The drug is Cc1cc(OCn2ccc(C(=O)O)n2)ccc1Cl. The result is 0 (non-inhibitor). (4) The compound is COc1ccc(CCCOc2cc(CCn3ccnc3)ccc2OC)cc1. The result is 1 (inhibitor). (5) The drug is O=[N+]([O-])c1ccc(N2CCNCC2)cc1NCC1CCCO1. The result is 0 (non-inhibitor). (6) The compound is COc1ccc(Oc2ncc3ncc(=O)n(Cc4ccc(F)cc4)c3n2)cc1. The result is 1 (inhibitor). (7) The compound is Cc1ccc(OCC(O)CNC(=O)c2ccccc2C(=O)O)cc1. The result is 1 (inhibitor).